From a dataset of Forward reaction prediction with 1.9M reactions from USPTO patents (1976-2016). Predict the product of the given reaction. (1) Given the reactants Cl[CH2:2][CH2:3][CH2:4][CH2:5][C:6]1[N:7]([OH:19])[C:8]2[C:17]3[CH:16]=[CH:15][CH:14]=[CH:13][C:12]=3[N:11]=[CH:10][C:9]=2[N:18]=1.[H-].[Na+].O, predict the reaction product. The product is: [CH:16]1[CH:15]=[CH:14][CH:13]=[C:12]2[C:17]=1[C:8]1[N:7]3[O:19][CH2:2][CH2:3][CH2:4][CH2:5][C:6]3=[N:18][C:9]=1[CH:10]=[N:11]2. (2) Given the reactants C[O:2][C:3]1[CH:4]=[CH:5][C:6]2[CH2:12][CH2:11][CH2:10][C:9](=[O:13])[NH:8][C:7]=2[CH:14]=1.B(Br)(Br)Br, predict the reaction product. The product is: [OH:2][C:3]1[CH:4]=[CH:5][C:6]2[CH2:12][CH2:11][CH2:10][C:9](=[O:13])[NH:8][C:7]=2[CH:14]=1. (3) Given the reactants Cl.Cl.[F:3][C:4]1[C:12]([C:13]2[C:21]3[C:20]([NH2:22])=[N:19][CH:18]=[N:17][C:16]=3[N:15]([CH3:23])[CH:14]=2)=[CH:11][CH:10]=[C:9]2[C:5]=1[CH2:6][CH2:7][NH:8]2.CN(C(ON1N=NC2C=CC=NC1=2)=[N+](C)C)C.F[P-](F)(F)(F)(F)F.CCN(C(C)C)C(C)C.[CH3:57][C:58]1[CH:62]=[C:61]([CH3:63])[N:60]([CH2:64][C:65](O)=[O:66])[N:59]=1, predict the reaction product. The product is: [CH3:57][C:58]1[CH:62]=[C:61]([CH3:63])[N:60]([CH2:64][C:65]([N:8]2[C:9]3[C:5](=[C:4]([F:3])[C:12]([C:13]4[C:21]5[C:20]([NH2:22])=[N:19][CH:18]=[N:17][C:16]=5[N:15]([CH3:23])[CH:14]=4)=[CH:11][CH:10]=3)[CH2:6][CH2:7]2)=[O:66])[N:59]=1. (4) The product is: [N+:8]([C:5]1[N:6]=[CH:7][C:2]([N:11]2[CH2:16][CH2:15][NH:14][CH2:13][CH2:12]2)=[CH:3][CH:4]=1)([O-:10])=[O:9]. Given the reactants Br[C:2]1[CH:3]=[CH:4][C:5]([N+:8]([O-:10])=[O:9])=[N:6][CH:7]=1.[NH:11]1[CH2:16][CH2:15][NH:14][CH2:13][CH2:12]1, predict the reaction product. (5) Given the reactants [CH:1]1([C:5]2[CH:10]=[CH:9][C:8](B(O)O)=[C:7]([F:14])[C:6]=2[O:15][CH3:16])[CH2:4][CH2:3][CH2:2]1.Cl[C:18]1[N:23]=[N:22][C:21]([NH2:24])=[CH:20][CH:19]=1, predict the reaction product. The product is: [CH:1]1([C:5]2[CH:10]=[CH:9][C:8]([C:18]3[N:23]=[N:22][C:21]([NH2:24])=[CH:20][CH:19]=3)=[C:7]([F:14])[C:6]=2[O:15][CH3:16])[CH2:4][CH2:3][CH2:2]1. (6) Given the reactants [F:1][C@H:2]1[C@H:8]([NH:9]C(=O)OC(C)(C)C)[CH2:7][CH2:6][C@@H:5]([C:17]2[N:21]([CH3:22])[N:20]=[CH:19][C:18]=2[N+:23]([O-])=O)[O:4][CH2:3]1.C(OC([NH:33][C:34]1[S:38][C:37]([C:39]2[CH:44]=[C:43]([CH3:45])[CH:42]=[CH:41][C:40]=2[F:46])=[N:36][C:35]=1[C:47](O)=[O:48])=O)(C)(C)C, predict the reaction product. The product is: [NH2:33][C:34]1[S:38][C:37]([C:39]2[CH:44]=[C:43]([CH3:45])[CH:42]=[CH:41][C:40]=2[F:46])=[N:36][C:35]=1[C:47]([NH:23][C:18]1[CH:19]=[N:20][N:21]([CH3:22])[C:17]=1[C@@H:5]1[CH2:6][CH2:7][C@@H:8]([NH2:9])[C@H:2]([F:1])[CH2:3][O:4]1)=[O:48]. (7) Given the reactants [C:1]([C:5]1[CH:9]=[C:8]([NH:10][C:11]([NH:13][C@@H:14]2[C:23]3[C:18](=[CH:19][CH:20]=[CH:21][CH:22]=3)[C@H:17]([O:24][C:25]3[CH:26]=[CH:27][C:28]4[N:29]([C:31]([C@@H:34]5[CH2:38][CH2:37][CH2:36][N:35]5[CH3:39])=[N:32][N:33]=4)[CH:30]=3)[CH2:16][CH2:15]2)=[O:12])[N:7]([C:40]2[CH:41]=[C:42]([CH:49]=[CH:50][CH:51]=2)[CH2:43][O:44]S(C)(=O)=O)[N:6]=1)([CH3:4])([CH3:3])[CH3:2].[NH:52]1[CH2:57][CH2:56][O:55][CH2:54][CH2:53]1.[CH2:58]1COCC1, predict the reaction product. The product is: [CH:43]([OH:44])=[O:55].[C:1]([C:5]1[CH:9]=[C:8]([NH:10][C:11]([NH:13][C@@H:14]2[C:23]3[C:18](=[CH:19][CH:20]=[CH:21][CH:22]=3)[C@H:17]([O:24][C:25]3[CH:26]=[CH:27][C:28]4[N:29]([C:31]([C@@H:34]5[CH2:38][CH2:37][CH2:36][N:35]5[CH3:39])=[N:32][N:33]=4)[CH:30]=3)[CH2:16][CH2:15]2)=[O:12])[N:7]([C:40]2[CH:51]=[CH:50][CH:49]=[C:42]([N:52]3[CH2:57][CH2:56][O:55][CH2:54][CH2:53]3)[C:41]=2[CH3:58])[N:6]=1)([CH3:4])([CH3:3])[CH3:2].